Dataset: Full USPTO retrosynthesis dataset with 1.9M reactions from patents (1976-2016). Task: Predict the reactants needed to synthesize the given product. Given the product [OH2:19].[C:30]([OH:37])(=[O:36])/[CH:31]=[CH:32]/[C:33]([OH:35])=[O:34].[C:30]([OH:37])(=[O:36])/[CH:31]=[CH:32]/[C:33]([OH:35])=[O:34].[CH:1]1([CH2:7][N:8]2[CH2:17][CH2:16][C:15]3[C:10](=[CH:11][C:12]([S:18]([NH:21][CH2:22][CH2:23][C@@H:24]4[CH2:28][CH2:27][CH2:26][N:25]4[CH3:29])(=[O:19])=[O:20])=[CH:13][CH:14]=3)[CH2:9]2)[CH2:2][CH2:3][CH2:4][CH2:5][CH2:6]1, predict the reactants needed to synthesize it. The reactants are: [CH:1]1([CH2:7][N:8]2[CH2:17][CH2:16][C:15]3[C:10](=[CH:11][C:12]([S:18]([NH:21][CH2:22][CH2:23][C@@H:24]4[CH2:28][CH2:27][CH2:26][N:25]4[CH3:29])(=[O:20])=[O:19])=[CH:13][CH:14]=3)[CH2:9]2)[CH2:6][CH2:5][CH2:4][CH2:3][CH2:2]1.[C:30]([OH:37])(=[O:36])/[CH:31]=[CH:32]/[C:33]([OH:35])=[O:34].